From a dataset of Catalyst prediction with 721,799 reactions and 888 catalyst types from USPTO. Predict which catalyst facilitates the given reaction. Reactant: [Cl:1][C:2]1[CH:3]=[CH:4][C:5]([F:9])=[C:6]([OH:8])[CH:7]=1.[CH3:10]N(C=O)C.C([O-])([O-])=O.[K+].[K+].IC. Product: [Cl:1][C:2]1[CH:3]=[CH:4][C:5]([F:9])=[C:6]([O:8][CH3:10])[CH:7]=1. The catalyst class is: 6.